Dataset: Catalyst prediction with 721,799 reactions and 888 catalyst types from USPTO. Task: Predict which catalyst facilitates the given reaction. Reactant: [OH-].[K+].[Br:3][C:4]1[CH:5]=[CH:6][C:7]2[S:16][C:15]3[CH2:14][CH2:13][N:12](C(OCC)=O)[CH2:11][CH2:10][C:9]=3[C:8]=2[CH:22]=1. Product: [Br:3][C:4]1[CH:5]=[CH:6][C:7]2[S:16][C:15]3[CH2:14][CH2:13][NH:12][CH2:11][CH2:10][C:9]=3[C:8]=2[CH:22]=1. The catalyst class is: 14.